This data is from Catalyst prediction with 721,799 reactions and 888 catalyst types from USPTO. The task is: Predict which catalyst facilitates the given reaction. Reactant: [NH2:1][C:2]1[N:6]=[CH:5][NH:4][N:3]=1.[C:7]1(=O)[C:15]2[C:10](=[CH:11][CH:12]=[CH:13][CH:14]=2)[C:9](=[O:16])[O:8]1. Product: [N:4]1[N:3]=[C:2]([N:1]2[C:7](=[O:8])[C:15]3[C:10](=[CH:11][CH:12]=[CH:13][CH:14]=3)[C:9]2=[O:16])[NH:6][CH:5]=1. The catalyst class is: 12.